This data is from Full USPTO retrosynthesis dataset with 1.9M reactions from patents (1976-2016). The task is: Predict the reactants needed to synthesize the given product. (1) The reactants are: [NH:1]1[CH2:4][CH:3]([N:5]2[CH2:10][CH2:9][O:8][CH2:7][CH2:6]2)[CH2:2]1.CCN(CC)CC.[CH:18]([N:21]1[C:25]([C:26]2[N:35]=[C:34]3[N:28]([CH2:29][CH2:30][O:31][C:32]4[CH:39]=[CH:38][C:37]([S:40](Cl)(=[O:42])=[O:41])=[CH:36][C:33]=43)[CH:27]=2)=[N:24][CH:23]=[N:22]1)([CH3:20])[CH3:19]. Given the product [CH:18]([N:21]1[C:25]([C:26]2[N:35]=[C:34]3[C:33]4[CH:36]=[C:37]([S:40]([N:1]5[CH2:4][CH:3]([N:5]6[CH2:10][CH2:9][O:8][CH2:7][CH2:6]6)[CH2:2]5)(=[O:42])=[O:41])[CH:38]=[CH:39][C:32]=4[O:31][CH2:30][CH2:29][N:28]3[CH:27]=2)=[N:24][CH:23]=[N:22]1)([CH3:20])[CH3:19], predict the reactants needed to synthesize it. (2) Given the product [CH3:37][CH:19]1[O:20][C:21]([CH3:36])([CH3:35])[C:22]2[CH:27]=[C:26]([C:28]3[NH:29][C:30]([C:33]#[N:34])=[CH:31][CH:32]=3)[CH:25]=[CH:24][C:23]=2[NH:18]1, predict the reactants needed to synthesize it. The reactants are: C1C2C(COC([N:18]3[C:23]4[CH:24]=[CH:25][C:26]([C:28]5[NH:29][C:30]([C:33]#[N:34])=[CH:31][CH:32]=5)=[CH:27][C:22]=4[C:21]([CH3:36])([CH3:35])[O:20][CH:19]3[CH3:37])=O)C3C(=CC=CC=3)C=2C=CC=1.S([O-])([O-])(=O)=O.[NH4+].[NH4+]. (3) Given the product [CH:15]1([CH:14]([CH3:22])[C:13]([O:12][CH3:11])=[O:21])[CH2:16][CH2:17][CH2:18][CH2:19][CH2:20]1, predict the reactants needed to synthesize it. The reactants are: C[Si](C)(C)[N-][Si](C)(C)C.[Li+].[CH3:11][O:12][C:13](=[O:21])[CH2:14][CH:15]1[CH2:20][CH2:19][CH2:18][CH2:17][CH2:16]1.[CH3:22]I. (4) The reactants are: [CH2:1]([NH:8][C:9]1[C:14]([C:15]#[N:16])=[CH:13][N:12]=[C:11](Cl)[CH:10]=1)[C:2]1[CH:7]=[CH:6][CH:5]=[CH:4][CH:3]=1.[NH2:18][C:19]1[CH:24]=[CH:23][CH:22]=[C:21]([CH3:25])[CH:20]=1.CC1C=CC(S(O)(=O)=O)=CC=1.O. Given the product [CH2:1]([NH:8][C:9]1[C:14]([C:15]#[N:16])=[CH:13][N:12]=[C:11]([NH:18][C:19]2[CH:20]=[C:21]([CH3:25])[CH:22]=[CH:23][CH:24]=2)[CH:10]=1)[C:2]1[CH:7]=[CH:6][CH:5]=[CH:4][CH:3]=1, predict the reactants needed to synthesize it. (5) Given the product [CH2:25]([O:24][C:22](=[O:23])[CH2:21][O:13][C:5]1[CH:6]=[C:7]([CH3:12])[C:8]([O:10][CH3:11])=[CH:9][C:4]=1[CH:1]([CH3:3])[CH3:2])[CH3:26], predict the reactants needed to synthesize it. The reactants are: [CH:1]([C:4]1[CH:9]=[C:8]([O:10][CH3:11])[C:7]([CH3:12])=[CH:6][C:5]=1[OH:13])([CH3:3])[CH3:2].C(=O)([O-])[O-].[K+].[K+].Br[CH2:21][C:22]([O:24][CH2:25][CH3:26])=[O:23]. (6) Given the product [ClH:44].[NH2:8][C@H:9]1[CH2:14][CH2:13][CH2:12][CH2:11][C@H:10]1[NH:15][C:16]1[N:21]=[C:20]([C:22]2[CH:23]=[N:24][N:25]3[CH:30]=[CH:29][C:28]([CH3:31])=[CH:27][C:26]=23)[C:19]2[C:32](=[O:42])[NH:33][CH2:34][C:18]=2[C:17]=1[F:43], predict the reactants needed to synthesize it. The reactants are: C(OC([NH:8][C@H:9]1[CH2:14][CH2:13][CH2:12][CH2:11][C@H:10]1[NH:15][C:16]1[N:21]=[C:20]([C:22]2[CH:23]=[N:24][N:25]3[CH:30]=[CH:29][C:28]([CH3:31])=[CH:27][C:26]=23)[C:19]2[C:32](=[O:42])[N:33](C(OC(C)(C)C)=O)[CH2:34][C:18]=2[C:17]=1[F:43])=O)(C)(C)C.[ClH:44]. (7) Given the product [CH2:1]([O:8][C:9]1[CH:10]=[CH:11][C:12]([C@@H:20]([O:66][Si:67]([C:70]([CH3:71])([CH3:73])[CH3:72])([CH3:69])[CH3:68])[CH2:21][NH:74][CH2:75][CH2:76][C:77]2[CH:121]=[CH:120][C:80]([O:81][CH2:82][CH2:83][N:84]([CH3:119])[C:85]([C:87]3[CH:88]=[C:89]([S:93]([C:96]4[CH:97]=[C:98]5[C:103](=[C:104]([CH3:106])[CH:105]=4)[N:102]=[CH:101][C:100]([C:107]([NH2:109])=[O:108])=[C:99]5[NH:110][C:111]4[CH:116]=[CH:115][CH:114]=[C:113]([O:117][CH3:118])[CH:112]=4)(=[O:94])=[O:95])[CH:90]=[CH:91][CH:92]=3)=[O:86])=[CH:79][CH:78]=2)=[C:13]2[C:18]=1[NH:17][C:16](=[O:19])[CH:15]=[CH:14]2)[C:2]1[CH:3]=[CH:4][CH:5]=[CH:6][CH:7]=1, predict the reactants needed to synthesize it. The reactants are: [CH2:1]([O:8][C:9]1[CH:10]=[CH:11][C:12]([C@@H:20]([O:66][Si:67]([C:70]([CH3:73])([CH3:72])[CH3:71])([CH3:69])[CH3:68])[CH2:21]NCCC2C=CC(NC(C3C=C(S(C4C=C5C(=C(C)C=4)N=CC(C(N)=O)=C5NC4C=CC=C(OC)C=4)(=O)=O)C=CC=3)=O)=CC=2)=[C:13]2[C:18]=1[NH:17][C:16](=[O:19])[CH:15]=[CH:14]2)[C:2]1[CH:7]=[CH:6][CH:5]=[CH:4][CH:3]=1.[NH2:74][CH2:75][CH2:76][C:77]1[CH:121]=[CH:120][C:80]([O:81][CH2:82][CH2:83][N:84]([CH3:119])[C:85]([C:87]2[CH:88]=[C:89]([S:93]([C:96]3[CH:97]=[C:98]4[C:103](=[C:104]([CH3:106])[CH:105]=3)[N:102]=[CH:101][C:100]([C:107]([NH2:109])=[O:108])=[C:99]4[NH:110][C:111]3[CH:116]=[CH:115][CH:114]=[C:113]([O:117][CH3:118])[CH:112]=3)(=[O:95])=[O:94])[CH:90]=[CH:91][CH:92]=2)=[O:86])=[CH:79][CH:78]=1.